Dataset: Full USPTO retrosynthesis dataset with 1.9M reactions from patents (1976-2016). Task: Predict the reactants needed to synthesize the given product. (1) Given the product [Br:34][CH2:1][C:2]1[CH:3]=[CH:4][C:5]([C@H:8]([CH:16]2[CH2:17][CH2:18][O:19][CH2:20][CH2:21]2)[C:9]([O:11][C:12]([CH3:15])([CH3:13])[CH3:14])=[O:10])=[CH:6][CH:7]=1, predict the reactants needed to synthesize it. The reactants are: [CH3:1][C:2]1[CH:7]=[CH:6][C:5]([C@H:8]([CH:16]2[CH2:21][CH2:20][O:19][CH2:18][CH2:17]2)[C:9]([O:11][C:12]([CH3:15])([CH3:14])[CH3:13])=[O:10])=[CH:4][CH:3]=1.N(C(C)(C)C#N)=NC(C)(C)C#N.[Br:34]N1C(=O)CCC1=O. (2) The reactants are: [C:1]([C:5]([C:7]1[S:11][C:10]([NH2:12])=[N:9][C:8]=1[C:13]1[O:14][CH:15]=[CH:16][CH:17]=1)=[O:6])([CH3:4])([CH3:3])[CH3:2].[C:18](O)(=[O:25])[C:19]1[CH:24]=[CH:23][N:22]=[CH:21][CH:20]=1.CCN=C=NCCCN(C)C.Cl.O.ON1C2C=CC=CC=2N=N1. Given the product [O:14]1[CH:15]=[CH:16][CH:17]=[C:13]1[C:8]1[N:9]=[C:10]([NH:12][C:18]([C:19]2[CH:24]=[CH:23][N:22]=[CH:21][CH:20]=2)=[O:25])[S:11][C:7]=1[C:5](=[O:6])[C:1]([CH3:4])([CH3:2])[CH3:3], predict the reactants needed to synthesize it. (3) Given the product [CH3:20][S:21][C:22]1[CH:29]=[CH:28][C:25]([CH2:26][N:4]2[CH2:3][CH2:2][N:1]([C:7]3[CH:8]=[CH:9][C:10]4[N:11]([C:13]([C:16]([F:17])([F:18])[F:19])=[N:14][N:15]=4)[N:12]=3)[CH2:6][CH2:5]2)=[CH:24][CH:23]=1, predict the reactants needed to synthesize it. The reactants are: [N:1]1([C:7]2[CH:8]=[CH:9][C:10]3[N:11]([C:13]([C:16]([F:19])([F:18])[F:17])=[N:14][N:15]=3)[N:12]=2)[CH2:6][CH2:5][NH:4][CH2:3][CH2:2]1.[CH3:20][S:21][C:22]1[CH:29]=[CH:28][C:25]([CH:26]=O)=[CH:24][CH:23]=1. (4) Given the product [OH:25][CH:20]1[CH2:19][CH:18]2[N:17]([C:4]3[C:5]4[C:10]([C:11]5[CH:16]=[CH:15][CH:14]=[CH:13][CH:12]=5)=[CH:9][S:8][C:6]=4[N:7]=[C:2]([N:27]4[CH2:31][CH2:30][CH:29]([C:32]([NH2:34])=[O:33])[CH2:28]4)[N:3]=3)[CH:22]([CH2:23][CH2:24]2)[CH2:21]1, predict the reactants needed to synthesize it. The reactants are: Cl[C:2]1[N:3]=[C:4]([N:17]2[CH:22]3[CH2:23][CH2:24][CH:18]2[CH2:19][CH:20]([OH:25])[CH2:21]3)[C:5]2[C:10]([C:11]3[CH:16]=[CH:15][CH:14]=[CH:13][CH:12]=3)=[CH:9][S:8][C:6]=2[N:7]=1.Cl.[NH:27]1[CH2:31][CH2:30][CH:29]([C:32]([NH2:34])=[O:33])[CH2:28]1.C(N(CC)CC)C. (5) Given the product [Cl:3][C:4]1[C:5]([C:28]2[N:32]3[CH:33]=[CH:34][CH:35]=[CH:36][C:31]3=[N:30][CH:29]=2)=[N:6][C:7]([NH:10][C:11]2[CH:16]=[CH:15][C:14]([N:17]3[CH2:18][CH2:19][NH:20][CH2:21][CH2:22]3)=[CH:13][C:12]=2[O:26][CH3:27])=[N:8][CH:9]=1, predict the reactants needed to synthesize it. The reactants are: [OH-].[Na+].[Cl:3][C:4]1[C:5]([C:28]2[N:32]3[CH:33]=[CH:34][CH:35]=[CH:36][C:31]3=[N:30][CH:29]=2)=[N:6][C:7]([NH:10][C:11]2[CH:16]=[CH:15][C:14]([N:17]3[CH2:22][CH2:21][N:20](C(=O)C)[CH2:19][CH2:18]3)=[CH:13][C:12]=2[O:26][CH3:27])=[N:8][CH:9]=1. (6) Given the product [CH2:11]([C:5]1[N:4]=[CH:3][N:8]=[C:7]([OH:9])[C:6]=1[F:10])[CH3:12], predict the reactants needed to synthesize it. The reactants are: [NH4+].Cl[C:3]1[N:8]=[C:7]([OH:9])[C:6]([F:10])=[C:5]([CH2:11][CH3:12])[N:4]=1.C(O)C. (7) Given the product [CH3:22][O:21][C:17]1[CH:16]=[C:15]([CH:10]2[C:9]([CH3:24])([CH3:23])[CH2:8][C:7]3[C:12](=[CH:13][CH:14]=[C:5]([C:3]([OH:4])=[O:2])[CH:6]=3)[NH:11]2)[CH:20]=[CH:19][CH:18]=1, predict the reactants needed to synthesize it. The reactants are: C[O:2][C:3]([C:5]1[CH:6]=[C:7]2[C:12](=[CH:13][CH:14]=1)[NH:11][CH:10]([C:15]1[CH:20]=[CH:19][CH:18]=[C:17]([O:21][CH3:22])[CH:16]=1)[C:9]([CH3:24])([CH3:23])[CH2:8]2)=[O:4].[OH-].[Na+].Cl. (8) The reactants are: [CH2:1]([C:3]1[N:7]([C:8]2[N:16]=[C:15]3[C:11]([N:12]=[C:13]([CH:18]=O)[N:14]3[CH3:17])=[C:10]([N:20]3[CH2:25][CH2:24][O:23][CH2:22][CH2:21]3)[N:9]=2)[C:6]2[CH:26]=[CH:27][CH:28]=[CH:29][C:5]=2[N:4]=1)[CH3:2].[CH3:30][N:31]([CH:38]1[CH2:41][O:40][CH2:39]1)[CH:32]1[CH2:37][CH2:36][NH:35][CH2:34][CH2:33]1.C(O[BH-](OC(=O)C)OC(=O)C)(=O)C.[Na+]. Given the product [CH2:1]([C:3]1[N:7]([C:8]2[N:16]=[C:15]3[C:11]([N:12]=[C:13]([CH2:18][N:35]4[CH2:36][CH2:37][CH:32]([N:31]([CH3:30])[CH:38]5[CH2:39][O:40][CH2:41]5)[CH2:33][CH2:34]4)[N:14]3[CH3:17])=[C:10]([N:20]3[CH2:25][CH2:24][O:23][CH2:22][CH2:21]3)[N:9]=2)[C:6]2[CH:26]=[CH:27][CH:28]=[CH:29][C:5]=2[N:4]=1)[CH3:2], predict the reactants needed to synthesize it.